From a dataset of Catalyst prediction with 721,799 reactions and 888 catalyst types from USPTO. Predict which catalyst facilitates the given reaction. (1) Reactant: [CH2:1]([O:8][N:9]1[C:15](=[O:16])[N:14]2[CH2:17][C@H:10]1[CH2:11][CH2:12][C@H:13]2[C:18]([OH:20])=O)[C:2]1[CH:7]=[CH:6][CH:5]=[CH:4][CH:3]=1.[CH:21]1([C:24]([NH:26][NH2:27])=[O:25])[CH2:23][CH2:22]1.ON1C2C=CC=CC=2N=N1.Cl.C(N=C=NCCCN(C)C)C. Product: [CH2:1]([O:8][N:9]1[C:15](=[O:16])[N:14]2[CH2:17][C@@H:10]1[CH2:11][CH2:12][C@@H:13]2[C:18]([NH:27][NH:26][C:24]([CH:21]1[CH2:23][CH2:22]1)=[O:25])=[O:20])[C:2]1[CH:3]=[CH:4][CH:5]=[CH:6][CH:7]=1. The catalyst class is: 172. (2) Reactant: OC1C2[C:6](=[CH:7][CH:8]=[CH:9][CH:10]=2)[CH:5]=[N:4][C:3]=1[N+:12]([O-])=O.[C:15]([O:18][CH2:19][CH3:20])(=O)C.[S:21](S([O-])=O)([O-])=O.[Na+].[Na+]. Product: [SH:21][C:15]1[O:18][C:19]2[C:20]3[CH:10]=[CH:9][CH:8]=[CH:7][C:6]=3[CH:5]=[N:4][C:3]=2[N:12]=1. The catalyst class is: 6. (3) Reactant: C([O:3][C:4]([C:6]1[N:14]([CH2:15][CH2:16][O:17][CH3:18])[C:9]2=[N:10][CH:11]=[CH:12][CH:13]=[C:8]2[CH:7]=1)=[O:5])C.CCO.[OH-].[Na+].Cl. Product: [CH3:18][O:17][CH2:16][CH2:15][N:14]1[C:9]2=[N:10][CH:11]=[CH:12][CH:13]=[C:8]2[CH:7]=[C:6]1[C:4]([OH:5])=[O:3]. The catalyst class is: 1. (4) Reactant: [NH2:1][C:2]1[NH:7][C:6](=O)[C:5]([CH:9]([NH:11][C:12](=O)[C:13]2[CH:18]=[CH:17][CH:16]=[C:15]([C:19]([F:22])([F:21])[F:20])[CH:14]=2)[CH3:10])=[N:4][N:3]=1.[OH-].[Na+]. Product: [NH2:1][C:2]1[N:7]=[CH:6][C:5]2=[C:9]([CH3:10])[N:11]=[C:12]([C:13]3[CH:18]=[CH:17][CH:16]=[C:15]([C:19]([F:22])([F:21])[F:20])[CH:14]=3)[N:4]2[N:3]=1. The catalyst class is: 265.